Dataset: Peptide-MHC class II binding affinity with 134,281 pairs from IEDB. Task: Regression. Given a peptide amino acid sequence and an MHC pseudo amino acid sequence, predict their binding affinity value. This is MHC class II binding data. The peptide sequence is QTVRFRIKSQDASFK. The MHC is DRB1_0101 with pseudo-sequence DRB1_0101. The binding affinity (normalized) is 0.770.